This data is from Forward reaction prediction with 1.9M reactions from USPTO patents (1976-2016). The task is: Predict the product of the given reaction. (1) Given the reactants [CH3:1][O:2][C:3]([C:5]1[CH:6]=[C:7]2[C:11](=[CH:12][CH:13]=1)[NH:10][N:9]=[CH:8]2)=[O:4].C1(P(C2C=CC=CC=2)C2C=CC=CC=2)C=CC=CC=1.CC(OC(/N=N/C(OC(C)(C)C)=O)=O)(C)C.[Cl:49][C:50]1[CH:51]=[CH:52][C:53]([O:58][CH3:59])=[C:54]([CH2:56]O)[CH:55]=1, predict the reaction product. The product is: [CH3:1][O:2][C:3]([C:5]1[CH:6]=[C:7]2[C:11](=[CH:12][CH:13]=1)[N:10]([CH2:56][C:54]1[CH:55]=[C:50]([Cl:49])[CH:51]=[CH:52][C:53]=1[O:58][CH3:59])[N:9]=[CH:8]2)=[O:4]. (2) Given the reactants [N:1]1[CH:6]=[CH:5][C:4]([O:7][CH:8]2[CH2:13][CH2:12][C:11](=O)[CH2:10][CH2:9]2)=[N:3][CH:2]=1.[NH:15]1[CH2:18][CH:17]([NH:19][C:20]([CH2:22][NH:23][C:24](=[O:35])[C:25]2[CH:30]=[CH:29][CH:28]=[C:27]([C:31]([F:34])([F:33])[F:32])[CH:26]=2)=[O:21])[CH2:16]1, predict the reaction product. The product is: [N:1]1[CH:6]=[CH:5][C:4]([O:7][CH:8]2[CH2:13][CH2:12][CH:11]([N:15]3[CH2:18][CH:17]([NH:19][C:20]([CH2:22][NH:23][C:24](=[O:35])[C:25]4[CH:30]=[CH:29][CH:28]=[C:27]([C:31]([F:34])([F:32])[F:33])[CH:26]=4)=[O:21])[CH2:16]3)[CH2:10][CH2:9]2)=[N:3][CH:2]=1. (3) Given the reactants C(OC([N:8]1[CH2:13][CH2:12][CH:11]([N:14]2[C:18]3=[N:19][CH:20]=[N:21][C:22]([O:23][C:24]4[CH:29]=[C:28]([F:30])[C:27]([F:31])=[CH:26][C:25]=4[F:32])=[C:17]3[CH:16]=[N:15]2)[CH2:10][CH2:9]1)=O)(C)(C)C.[ClH:33], predict the reaction product. The product is: [ClH:33].[NH:8]1[CH2:13][CH2:12][CH:11]([N:14]2[C:18]3=[N:19][CH:20]=[N:21][C:22]([O:23][C:24]4[CH:29]=[C:28]([F:30])[C:27]([F:31])=[CH:26][C:25]=4[F:32])=[C:17]3[CH:16]=[N:15]2)[CH2:10][CH2:9]1. (4) Given the reactants [N+:1]([C:4]1[CH:5]=[C:6]([C:12]2[O:13][C:14]3[CH:20]=[CH:19][C:18](Br)=[CH:17][C:15]=3[N:16]=2)[CH:7]=[CH:8][C:9]=1[O:10][CH3:11])([O-:3])=[O:2].[CH3:22][O:23][C:24]1[CH:29]=[CH:28][CH:27]=[CH:26][C:25]=1B(O)O, predict the reaction product. The product is: [N+:1]([C:4]1[CH:5]=[C:6]([C:12]2[O:13][C:14]3[CH:20]=[CH:19][C:18]([C:25]4[CH:26]=[CH:27][CH:28]=[CH:29][C:24]=4[O:23][CH3:22])=[CH:17][C:15]=3[N:16]=2)[CH:7]=[CH:8][C:9]=1[O:10][CH3:11])([O-:3])=[O:2]. (5) Given the reactants [F:1][C:2]([F:18])([F:17])[C:3]1[CH:8]=[CH:7][C:6]([C:9]2[N:14]=[C:13]([CH:15]=[O:16])[CH:12]=[CH:11][CH:10]=2)=[CH:5][CH:4]=1.[CH2:19]([Mg]Br)[CH2:20][CH2:21][CH2:22][CH3:23], predict the reaction product. The product is: [F:18][C:2]([F:17])([F:1])[C:3]1[CH:4]=[CH:5][C:6]([C:9]2[N:14]=[C:13]([CH:15]([OH:16])[CH2:19][CH2:20][CH2:21][CH2:22][CH3:23])[CH:12]=[CH:11][CH:10]=2)=[CH:7][CH:8]=1. (6) Given the reactants N1C=CC=CC=1.CC(OI1(OC(C)=O)(OC(C)=O)OC(=O)C2C=CC=CC1=2)=O.[CH2:29]([O:36][C:37]([N:39]1[CH2:44][CH:43]([CH3:45])[CH:42]([OH:46])[CH:41]([NH:47][C:48]([O:50][C:51]([CH3:54])([CH3:53])[CH3:52])=[O:49])[CH2:40]1)=[O:38])[C:30]1[CH:35]=[CH:34][CH:33]=[CH:32][CH:31]=1.C([O-])(O)=O.[Na+].[O-]S([O-])(=S)=O.[Na+].[Na+], predict the reaction product. The product is: [CH2:29]([O:36][C:37]([N:39]1[CH2:44][CH:43]([CH3:45])[C:42](=[O:46])[CH:41]([NH:47][C:48]([O:50][C:51]([CH3:52])([CH3:54])[CH3:53])=[O:49])[CH2:40]1)=[O:38])[C:30]1[CH:31]=[CH:32][CH:33]=[CH:34][CH:35]=1. (7) Given the reactants [Br:1][C:2]1[CH:14]=[CH:13][C:12]([C:15](=[O:17])[NH2:16])=[C:11]2[C:3]=1[C:4]1[CH:5]=[CH:6][C:7]([NH:18]C(=O)OCC3C=CC=CC=3)=[CH:8][C:9]=1[NH:10]2.Br, predict the reaction product. The product is: [BrH:1].[NH2:18][C:7]1[CH:8]=[C:9]2[C:4]([C:3]3[C:2]([Br:1])=[CH:14][CH:13]=[C:12]([C:15]([NH2:16])=[O:17])[C:11]=3[NH:10]2)=[CH:5][CH:6]=1.